Dataset: HIV replication inhibition screening data with 41,000+ compounds from the AIDS Antiviral Screen. Task: Binary Classification. Given a drug SMILES string, predict its activity (active/inactive) in a high-throughput screening assay against a specified biological target. (1) The compound is CC(=O)[OH+][Ni-2]12[N+](=C(c3ccccc3)c3cccc[n+]31)[N-]c1cccc[n+]12. The result is 0 (inactive). (2) The drug is CC(=NNC(=O)CC(=O)N(C(=O)c1ccccc1Cl)c1ccc(C)cc1)c1cc2ccccc2oc1=O. The result is 0 (inactive). (3) The molecule is CCCCCCCCCCCCCCCCN[Si](NCCCCCCCCCCCCCCCC)(NCCCCCCCCCCCCCCCC)NCCCCCCCCCCCCCCCC.Cl. The result is 0 (inactive). (4) The compound is CCN(CC)c1ccc(NC(=S)NN)cc1. The result is 0 (inactive).